This data is from Full USPTO retrosynthesis dataset with 1.9M reactions from patents (1976-2016). The task is: Predict the reactants needed to synthesize the given product. (1) Given the product [CH3:34][C:14]1[C:9]([C:7]2[CH:6]=[CH:5][N:4]=[C:3]([C:2]([F:1])([F:17])[F:18])[CH:8]=2)=[N:10][CH:11]=[C:12]([CH2:15][NH:16][C:31](=[O:33])[C:28]2[CH:27]=[CH:26][C:25]([C:20]3[CH:21]=[N:22][CH:23]=[CH:24][N:19]=3)=[CH:30][N:29]=2)[CH:13]=1, predict the reactants needed to synthesize it. The reactants are: [F:1][C:2]([F:18])([F:17])[C:3]1[CH:8]=[C:7]([C:9]2[CH:14]=[CH:13][C:12]([CH2:15][NH2:16])=[CH:11][N:10]=2)[CH:6]=[CH:5][N:4]=1.[N:19]1[CH:24]=[CH:23][N:22]=[CH:21][C:20]=1[C:25]1[CH:26]=[CH:27][C:28]([C:31]([OH:33])=O)=[N:29][CH:30]=1.[CH3:34]N(C(ON1N=NC2C=CC=NC1=2)=[N+](C)C)C.F[P-](F)(F)(F)(F)F.CCN(C(C)C)C(C)C. (2) Given the product [C:30]([N:1]1[CH2:2][CH2:3][CH:4]([NH:7][C:8]([C:10]2[C:14]3[N:15]=[CH:16][N:17]=[C:18]([C:19]4[CH:24]=[CH:23][CH:22]=[CH:21][C:20]=4[O:25][CH2:26][CH:27]4[CH2:28][CH2:29]4)[C:13]=3[NH:12][CH:11]=2)=[O:9])[CH2:5][CH2:6]1)(=[O:32])[CH3:31], predict the reactants needed to synthesize it. The reactants are: [NH:1]1[CH2:6][CH2:5][CH:4]([NH:7][C:8]([C:10]2[C:14]3[N:15]=[CH:16][N:17]=[C:18]([C:19]4[CH:24]=[CH:23][CH:22]=[CH:21][C:20]=4[O:25][CH2:26][CH:27]4[CH2:29][CH2:28]4)[C:13]=3[NH:12][CH:11]=2)=[O:9])[CH2:3][CH2:2]1.[C:30](Cl)(=[O:32])[CH3:31]. (3) Given the product [F:18][C:19]1[N:24]=[CH:23][C:22]([C:2]2[C:10]3[N:9]4[CH2:11][CH2:12][NH:13][C:14](=[O:15])[C:8]4=[CH:7][C:6]=3[CH:5]=[C:4]([C:16]#[N:17])[CH:3]=2)=[CH:21][CH:20]=1, predict the reactants needed to synthesize it. The reactants are: Br[C:2]1[C:10]2[N:9]3[CH2:11][CH2:12][NH:13][C:14](=[O:15])[C:8]3=[CH:7][C:6]=2[CH:5]=[C:4]([C:16]#[N:17])[CH:3]=1.[F:18][C:19]1[N:24]=[CH:23][C:22](B(O)O)=[CH:21][CH:20]=1. (4) Given the product [CH3:13][O:11][C:10](=[O:12])[CH2:9][CH2:8][C:4]1[CH:5]=[CH:6][CH:7]=[C:2]([Br:1])[CH:3]=1, predict the reactants needed to synthesize it. The reactants are: [Br:1][C:2]1[CH:3]=[C:4]([CH2:8][CH2:9][C:10]([OH:12])=[O:11])[CH:5]=[CH:6][CH:7]=1.[CH3:13]O. (5) Given the product [Br:14][C:8]1[CH:7]=[C:6]2[C:11]([C:12]([OH:13])=[C:3]([NH:2][C:22](=[O:26])[CH2:23][CH2:24][CH3:25])[CH:4]=[N:5]2)=[CH:10][CH:9]=1, predict the reactants needed to synthesize it. The reactants are: Cl.[NH2:2][C:3]1[CH:4]=[N:5][C:6]2[C:11]([C:12]=1[OH:13])=[CH:10][CH:9]=[C:8]([Br:14])[CH:7]=2.C(N(CC)CC)C.[C:22](Cl)(=[O:26])[CH2:23][CH2:24][CH3:25]. (6) Given the product [N:1]1[CH:2]=[CH:3][N:4]2[C:9]=1[CH:8]=[CH:7][C:6]([C:10]1[CH:15]=[CH:14][C:13]([O:16][CH2:25][CH2:24][CH2:23][N:19]3[CH2:20][CH2:21][CH2:22][C:18]3=[O:17])=[CH:12][CH:11]=1)=[N:5]2, predict the reactants needed to synthesize it. The reactants are: [N:1]1[CH:2]=[CH:3][N:4]2[C:9]=1[CH:8]=[CH:7][C:6]([C:10]1[CH:15]=[CH:14][C:13]([OH:16])=[CH:12][CH:11]=1)=[N:5]2.[O:17]=[C:18]1[CH2:22][CH2:21][CH2:20][N:19]1[CH2:23][CH2:24][CH2:25]OS(C)(=O)=O.C([O-])([O-])=O.[Cs+].[Cs+].CCOC(C)=O. (7) Given the product [N+:19]([C:15]1[C:16]([NH2:18])=[N:17][C:12]([NH:11][CH2:10][CH2:9][NH:8][C:6]2[N:5]3[N:22]=[CH:23][N:24]=[C:4]3[CH:3]=[C:2]([C:30]3[CH:31]=[CH:32][C:27]([C:26]([F:37])([F:36])[F:25])=[CH:28][CH:29]=3)[N:7]=2)=[CH:13][CH:14]=1)([O-:21])=[O:20], predict the reactants needed to synthesize it. The reactants are: Cl[C:2]1[N:7]=[C:6]([NH:8][CH2:9][CH2:10][NH:11][C:12]2[N:17]=[C:16]([NH2:18])[C:15]([N+:19]([O-:21])=[O:20])=[CH:14][CH:13]=2)[N:5]2[N:22]=[CH:23][N:24]=[C:4]2[CH:3]=1.[F:25][C:26]([F:37])([F:36])[C:27]1[CH:32]=[CH:31][C:30](B(O)O)=[CH:29][CH:28]=1. (8) Given the product [CH3:21][C:7]1[CH:6]=[C:5]([OH:4])[CH:20]=[CH:19][C:8]=1[CH2:9][O:10][CH2:11][CH2:12][C:13]1[N:14]([CH3:22])[N:15]=[CH:16][CH:17]=1, predict the reactants needed to synthesize it. The reactants are: C([O:4][C:5]1[CH:20]=[CH:19][C:8]([CH2:9][O:10][CH2:11][CH2:12][C:13]2[CH:17]=[CH:16][N:15](C)[N:14]=2)=[C:7]([CH3:21])[CH:6]=1)C=C.[CH3:22]N1C(=O)CC(=O)N(C)C1=O. (9) Given the product [ClH:25].[ClH:25].[CH3:24][N:2]([CH3:1])[C:3]1[CH:8]=[C:7]([CH3:9])[N:6]=[C:5]([NH:10][CH:11]2[CH2:12][NH:13][CH2:14][CH:15]2[OH:16])[N:4]=1, predict the reactants needed to synthesize it. The reactants are: [CH3:1][N:2]([CH3:24])[C:3]1[CH:8]=[C:7]([CH3:9])[N:6]=[C:5]([NH:10][CH:11]2[CH:15]([OH:16])[CH2:14][N:13](C(OC(C)(C)C)=O)[CH2:12]2)[N:4]=1.[ClH:25].C(OCC)C. (10) Given the product [Cl:35][C:27]1[N:26]=[C:25]([O:8][C@H:9]2[C@H:13]([CH3:14])[CH2:12][N:11]([C:15]([O:17][C:18]([CH3:20])([CH3:19])[CH3:21])=[O:16])[CH2:10]2)[C:34]2[C:29]([CH:28]=1)=[CH:30][CH:31]=[CH:32][CH:33]=2, predict the reactants needed to synthesize it. The reactants are: CN1CCCC1=O.[OH:8][C@H:9]1[C@H:13]([CH3:14])[CH2:12][N:11]([C:15]([O:17][C:18]([CH3:21])([CH3:20])[CH3:19])=[O:16])[CH2:10]1.[H-].[Na+].Cl[C:25]1[C:34]2[C:29](=[CH:30][CH:31]=[CH:32][CH:33]=2)[CH:28]=[C:27]([Cl:35])[N:26]=1.